From a dataset of Forward reaction prediction with 1.9M reactions from USPTO patents (1976-2016). Predict the product of the given reaction. (1) Given the reactants [Cl:1][C:2]1[C:7]([O:8][C:9]2[N:10]=[CH:11][C:12]([C:15]([NH2:17])=[O:16])=[N:13][CH:14]=2)=[C:6]([F:18])[C:5]([C@H:19]([NH:22][S@@](C(C)(C)C)=O)[CH2:20][CH3:21])=[CH:4][CH:3]=1.Cl, predict the reaction product. The product is: [ClH:1].[NH2:22][C@@H:19]([C:5]1[C:6]([F:18])=[C:7]([C:2]([Cl:1])=[CH:3][CH:4]=1)[O:8][C:9]1[N:10]=[CH:11][C:12]([C:15]([NH2:17])=[O:16])=[N:13][CH:14]=1)[CH2:20][CH3:21]. (2) Given the reactants [NH:1]1[CH:5]=[C:4]([C:6]2[N:11]=[CH:10][C:9]3[CH:12]=[N:13][N:14]([C:15]4[N:20]=[C:19]([N:21]5[CH2:27][CH2:26][CH2:25][N:24](C(OC(C)(C)C)=O)[CH2:23][CH2:22]5)[CH:18]=[CH:17][CH:16]=4)[C:8]=3[CH:7]=2)[CH:3]=[N:2]1.[O:35]1[CH2:37][CH2:36]1, predict the reaction product. The product is: [N:21]1([C:19]2[N:20]=[C:15]([N:14]3[C:8]4[CH:7]=[C:6]([C:4]5[CH:3]=[N:2][N:1]([CH2:37][CH2:36][OH:35])[CH:5]=5)[N:11]=[CH:10][C:9]=4[CH:12]=[N:13]3)[CH:16]=[CH:17][CH:18]=2)[CH2:27][CH2:26][CH2:25][NH:24][CH2:23][CH2:22]1. (3) Given the reactants [Br:1][C:2]1[S:3][CH:4]=[C:5]([CH2:7][C:8]([O:10][CH2:11][CH3:12])=[O:9])[N:6]=1.[H-].[Na+].Br[CH:16](Br)[CH3:17], predict the reaction product. The product is: [Br:1][C:2]1[S:3][CH:4]=[C:5]([C:7]2([C:8]([O:10][CH2:11][CH3:12])=[O:9])[CH2:17][CH2:16]2)[N:6]=1.